From a dataset of Catalyst prediction with 721,799 reactions and 888 catalyst types from USPTO. Predict which catalyst facilitates the given reaction. (1) Reactant: [CH3:1][O:2][C:3]([C:5]1[C:6]([C:11]2[CH:16]=[CH:15][N:14]=[C:13](Cl)[CH:12]=2)=[N:7][CH:8]=[CH:9][CH:10]=1)=[O:4].[Cl:18][C:19]1[CH:24]=[CH:23][C:22](B(O)O)=[C:21]([F:28])[CH:20]=1.C([O-])([O-])=O.[K+].[K+].O. Product: [Cl:18][C:19]1[CH:24]=[CH:23][C:22]([C:13]2[CH:12]=[C:11]([C:6]3[C:5]([C:3]([O:2][CH3:1])=[O:4])=[CH:10][CH:9]=[CH:8][N:7]=3)[CH:16]=[CH:15][N:14]=2)=[C:21]([F:28])[CH:20]=1. The catalyst class is: 184. (2) Reactant: [NH2:1][C:2]1[S:3][C:4]2[C:9]([N:10]=1)=[CH:8][CH:7]=[C:6]([O:11][C:12]1[CH:13]=[CH:14][C:15]([CH3:32])=[C:16]([NH:18][C:19](=[O:31])[C:20]3[CH:25]=[CH:24][CH:23]=[C:22]([C:26]4([C:29]#[N:30])[CH2:28][CH2:27]4)[CH:21]=3)[CH:17]=1)[N:5]=2.C([O:36][CH2:37][C:38](Cl)=[O:39])(=O)C. Product: [C:29]([C:26]1([C:22]2[CH:21]=[C:20]([CH:25]=[CH:24][CH:23]=2)[C:19]([NH:18][C:16]2[CH:17]=[C:12]([O:11][C:6]3[N:5]=[C:4]4[S:3][C:2]([NH:1][C:37](=[O:36])[CH2:38][OH:39])=[N:10][C:9]4=[CH:8][CH:7]=3)[CH:13]=[CH:14][C:15]=2[CH3:32])=[O:31])[CH2:27][CH2:28]1)#[N:30]. The catalyst class is: 17. (3) The catalyst class is: 10. Reactant: Cl[CH:2]([O:4][C:5](=[O:32])[N:6]([C:29](=[O:31])[CH3:30])[CH2:7][C@@H:8]1[O:12][C:11](=[O:13])[N:10]([C:14]2[CH:19]=[CH:18][C:17]([CH:20]3[CH2:25][CH2:24][S:23](=[O:27])(=[O:26])[CH2:22][CH2:21]3)=[C:16]([F:28])[CH:15]=2)[CH2:9]1)[CH3:3].[CH:33]1([C:38]([O-:40])=[O:39])[CH2:37][CH2:36][CH2:35][CH2:34]1.[Cs+].[I-].[Na+].O. Product: [C:29]([N:6]([CH2:7][C@@H:8]1[O:12][C:11](=[O:13])[N:10]([C:14]2[CH:19]=[CH:18][C:17]([CH:20]3[CH2:25][CH2:24][S:23](=[O:27])(=[O:26])[CH2:22][CH2:21]3)=[C:16]([F:28])[CH:15]=2)[CH2:9]1)[C:5]([O:4][CH:2]([O:40][C:38]([CH:33]1[CH2:37][CH2:36][CH2:35][CH2:34]1)=[O:39])[CH3:3])=[O:32])(=[O:31])[CH3:30]. (4) Reactant: [CH3:1][C:2]1([CH3:31])[CH2:10][C:9]2[N:8]([C:11]3[CH:18]=[CH:17][C:14]([C:15]#[N:16])=[C:13]([NH:19][C@@H:20]4[CH2:24][CH2:23][CH2:22][C@H:21]4[OH:25])[CH:12]=3)[CH:7]=[C:6]([C:26]([F:29])([F:28])[F:27])[C:5]=2[C:4](=[O:30])[CH2:3]1.[OH-:32].[Na+].OO. Product: [CH3:1][C:2]1([CH3:31])[CH2:10][C:9]2[N:8]([C:11]3[CH:18]=[CH:17][C:14]([C:15]([NH2:16])=[O:32])=[C:13]([NH:19][C@H:20]4[CH2:24][CH2:23][CH2:22][C@@H:21]4[OH:25])[CH:12]=3)[CH:7]=[C:6]([C:26]([F:29])([F:27])[F:28])[C:5]=2[C:4](=[O:30])[CH2:3]1. The catalyst class is: 593.